The task is: Predict the product of the given reaction.. This data is from Forward reaction prediction with 1.9M reactions from USPTO patents (1976-2016). (1) Given the reactants [CH:1]([C:3]1[CH:10]=[CH:9][C:6]([C:7]#[N:8])=[CH:5][CH:4]=1)=[O:2].[CH3:11][CH2:12][OH:13], predict the reaction product. The product is: [CH:1]([C:3]1[CH:10]=[CH:9][C:6]([C:7](=[NH:8])[O:13][CH2:12][CH3:11])=[CH:5][CH:4]=1)=[O:2]. (2) Given the reactants [F:1][C:2]1[CH:8]=[CH:7][C:5]([NH2:6])=[CH:4][CH:3]=1.[N+:9]([C:12]1[CH:20]=[CH:19][C:15]([C:16](Cl)=[O:17])=[CH:14][CH:13]=1)([O-:11])=[O:10], predict the reaction product. The product is: [F:1][C:2]1[CH:8]=[CH:7][C:5]([NH:6][C:16](=[O:17])[C:15]2[CH:14]=[CH:13][C:12]([N+:9]([O-:11])=[O:10])=[CH:20][CH:19]=2)=[CH:4][CH:3]=1. (3) Given the reactants C([O:5][C:6](=[O:13])[CH2:7][CH2:8][CH2:9][N+:10]([O-:12])=[O:11])(C)(C)C.C(O)(C(F)(F)F)=O, predict the reaction product. The product is: [N+:10]([CH2:9][CH2:8][CH2:7][C:6]([OH:13])=[O:5])([O-:12])=[O:11].